This data is from Catalyst prediction with 721,799 reactions and 888 catalyst types from USPTO. The task is: Predict which catalyst facilitates the given reaction. (1) Reactant: [Br-].[CH3:2][O:3][C:4]1[CH:5]=[C:6]([CH:27]=[CH:28][CH:29]=1)[CH2:7][P+](C1C=CC=CC=1)(C1C=CC=CC=1)C1C=CC=CC=1.C(O[K])(C)(C)C.[Br:36][C:37]1[S:38][C:39]([CH:42]=O)=[CH:40][N:41]=1. Product: [CH3:2][O:3][C:4]1[CH:5]=[C:6]([CH:27]=[CH:28][CH:29]=1)[CH:7]=[CH:42][C:39]1[S:38][C:37]([Br:36])=[N:41][CH:40]=1. The catalyst class is: 3. (2) Reactant: [C:1]([O:5][C:6]([N:8]1[CH2:13][CH2:12][CH:11]([C:14]2[NH:18][NH:17][C:16](=[O:19])[C:15]=2[CH3:20])[CH2:10][CH2:9]1)=[O:7])([CH3:4])([CH3:3])[CH3:2].CN(C)[CH2:23][CH2:24]N(C)C.C([Li])CCC.C(I)C. Product: [C:1]([O:5][C:6]([N:8]1[CH2:13][CH2:12][CH:11]([C:14]2[C:15]([CH2:23][CH3:24])([CH3:20])[C:16]([OH:19])=[N:17][N:18]=2)[CH2:10][CH2:9]1)=[O:7])([CH3:4])([CH3:2])[CH3:3]. The catalyst class is: 1. (3) Reactant: Cl.O1CCOCC1.C(OC([NH:15][C:16]1[CH:41]=[CH:40][C:19]([CH2:20][NH:21][C:22]2[C:32]3[CH2:31][CH2:30][N:29]([C:33](=[O:38])[C:34]([F:37])([F:36])[F:35])[CH2:28][CH2:27][C:26]=3[CH:25]=[CH:24][C:23]=2[Cl:39])=[CH:18][CH:17]=1)=O)(C)(C)C.C(OCC)C. Product: [ClH:39].[NH2:15][C:16]1[CH:17]=[CH:18][C:19]([CH2:20][NH:21][C:22]2[C:32]3[CH2:31][CH2:30][N:29]([C:33](=[O:38])[C:34]([F:37])([F:35])[F:36])[CH2:28][CH2:27][C:26]=3[CH:25]=[CH:24][C:23]=2[Cl:39])=[CH:40][CH:41]=1. The catalyst class is: 258. (4) Reactant: C([O:3][C:4](=[O:40])[C:5]([O:8][C:9]1[CH:14]=[CH:13][C:12]([O:15][CH2:16][CH2:17][C:18]2[N:19]=[C:20]([C:24]3[CH:29]=[CH:28][C:27]([C:30]4[CH:35]=[CH:34][CH:33]=[CH:32][CH:31]=4)=[CH:26][CH:25]=3)[O:21][C:22]=2[CH3:23])=[C:11]([CH2:36][CH2:37][CH2:38][CH3:39])[CH:10]=1)([CH3:7])[CH3:6])C.[OH-].[Na+]. Product: [C:27]1([C:30]2[CH:31]=[CH:32][CH:33]=[CH:34][CH:35]=2)[CH:26]=[CH:25][C:24]([C:20]2[O:21][C:22]([CH3:23])=[C:18]([CH2:17][CH2:16][O:15][C:12]3[CH:13]=[CH:14][C:9]([O:8][C:5]([CH3:6])([CH3:7])[C:4]([OH:40])=[O:3])=[CH:10][C:11]=3[CH2:36][CH2:37][CH2:38][CH3:39])[N:19]=2)=[CH:29][CH:28]=1. The catalyst class is: 8. (5) Reactant: [Cl:1][C:2]1[CH:7]=[CH:6][C:5]([O:8][C:9]2[CH:14]=[CH:13][C:12]([Cl:15])=[CH:11][CH:10]=2)=[CH:4][C:3]=1[C:16]([OH:26])([CH:23]([CH3:25])[CH3:24])[CH2:17][N:18]1[CH:22]=[N:21][CH:20]=[N:19]1.[H-].[Na+].[CH2:29](Br)[C:30]#[CH:31]. Product: [Cl:1][C:2]1[CH:7]=[CH:6][C:5]([O:8][C:9]2[CH:10]=[CH:11][C:12]([Cl:15])=[CH:13][CH:14]=2)=[CH:4][C:3]=1[C:16]([O:26][CH2:31][C:30]#[CH:29])([CH:23]([CH3:24])[CH3:25])[CH2:17][N:18]1[CH:22]=[N:21][CH:20]=[N:19]1. The catalyst class is: 220.